This data is from Reaction yield outcomes from USPTO patents with 853,638 reactions. The task is: Predict the reaction yield, written as a fraction of the theoretical maximum amount of product (1.0 means a 100% yield; for example, 0.34 means a 34% yield). (1) The reactants are Cl[C:2]1[C:7]([C:8]([F:11])([F:10])[F:9])=[CH:6][N:5]=[C:4]([NH:12][C:13]2[CH:32]=[CH:31][C:16]([CH2:17][N:18]3[CH2:23][CH2:22][N:21]([C:24]([O:26][C:27]([CH3:30])([CH3:29])[CH3:28])=[O:25])[CH2:20][CH2:19]3)=[CH:15][CH:14]=2)[N:3]=1.[C:33]([C:35]1[CH:40]=[CH:39][CH:38]=[CH:37][C:36]=1[CH2:41][C:42]([O:44][CH3:45])=[O:43])#[CH:34].C(N(CC)CC)C. The catalyst is CN(C=O)C.Cl[Pd](Cl)([P](C1C=CC=CC=1)(C1C=CC=CC=1)C1C=CC=CC=1)[P](C1C=CC=CC=1)(C1C=CC=CC=1)C1C=CC=CC=1.[Cu]I. The product is [CH3:45][O:44][C:42](=[O:43])[CH2:41][C:36]1[CH:37]=[CH:38][CH:39]=[CH:40][C:35]=1[C:33]#[C:34][C:2]1[C:7]([C:8]([F:11])([F:10])[F:9])=[CH:6][N:5]=[C:4]([NH:12][C:13]2[CH:32]=[CH:31][C:16]([CH2:17][N:18]3[CH2:23][CH2:22][N:21]([C:24]([O:26][C:27]([CH3:30])([CH3:29])[CH3:28])=[O:25])[CH2:20][CH2:19]3)=[CH:15][CH:14]=2)[N:3]=1. The yield is 0.300. (2) The reactants are [Cl:1][C:2]1[CH:3]=[C:4]([C:9]2([C:15]([OH:17])=O)[CH2:14][CH2:13][CH2:12][CH2:11][CH2:10]2)[CH:5]=[CH:6][C:7]=1[Cl:8].[CH:18]1([NH2:21])[CH2:20][CH2:19]1. No catalyst specified. The product is [Cl:1][C:2]1[CH:3]=[C:4]([C:9]2([C:15]([NH:21][CH:18]3[CH2:20][CH2:19]3)=[O:17])[CH2:10][CH2:11][CH2:12][CH2:13][CH2:14]2)[CH:5]=[CH:6][C:7]=1[Cl:8]. The yield is 0.250. (3) The reactants are [Br:1][C:2]1[CH:3]=[CH:4][C:5]([N:8]2[C:12]([C:13]3[O:14][CH:15]=CC=3)=[CH:11][C:10]([C:18]([F:21])([F:20])[F:19])=[N:9]2)=[N:6][CH:7]=1.FC(F)(F)C(=O)CC(C1OC=CC=1)=O.Cl.BrC1C=C[C:41]([NH:44][NH2:45])=NC=1.[OH-:46].[Na+]. The catalyst is C(O)(=O)C.C(OCC)(=O)C. The product is [Br:1][C:2]1[CH:3]=[CH:4][C:5]([N:8]2[C:12]([C:13]3[O:14][C:15](=[O:46])[N:44]([CH3:41])[N:45]=3)=[CH:11][C:10]([C:18]([F:19])([F:20])[F:21])=[N:9]2)=[N:6][CH:7]=1. The yield is 0.820. (4) The reactants are [CH3:1][C:2]1[O:6][N:5]=[C:4]([CH2:7][N:8]2[CH:12]=[C:11]([C:13]#[C:14][Si](C)(C)C)[CH:10]=[N:9]2)[CH:3]=1.CCCC[N+](CCCC)(CCCC)CCCC.[F-]. The catalyst is C1COCC1.C(OCC)(=O)C.O. The product is [C:13]([C:11]1[CH:10]=[N:9][N:8]([CH2:7][C:4]2[CH:3]=[C:2]([CH3:1])[O:6][N:5]=2)[CH:12]=1)#[CH:14]. The yield is 0.700. (5) The reactants are [C:1]12([C:11]3[CH:12]=[C:13]([C:21]4[N:26]=[CH:25][C:24]([CH:27]=[O:28])=[CH:23][CH:22]=4)[CH:14]=[C:15]([N+:18]([O-:20])=[O:19])[C:16]=3[OH:17])[CH2:10][CH:5]3[CH2:6][CH:7]([CH2:9][CH:3]([CH2:4]3)[CH2:2]1)[CH2:8]2.[CH2:29](O)[CH2:30][OH:31].C1(C)C=CC(S(O)(=O)=O)=CC=1. The catalyst is C1(C)C=CC=CC=1. The product is [C:1]12([C:11]3[CH:12]=[C:13]([C:21]4[CH:22]=[CH:23][C:24]([CH:27]5[O:31][CH2:30][CH2:29][O:28]5)=[CH:25][N:26]=4)[CH:14]=[C:15]([N+:18]([O-:20])=[O:19])[C:16]=3[OH:17])[CH2:10][CH:5]3[CH2:4][CH:3]([CH2:9][CH:7]([CH2:6]3)[CH2:8]1)[CH2:2]2. The yield is 0.980.